Task: Predict the product of the given reaction.. Dataset: Forward reaction prediction with 1.9M reactions from USPTO patents (1976-2016) (1) The product is: [OH:44][C:43]1[CH:51]=[CH:52][C:40]([CH2:39][N:38]([CH2:11][C:12]2[CH:20]=[CH:19][C:15]([C:16]([NH:9][CH2:1][CH2:2][CH2:3][CH2:4][CH2:5][CH2:6][CH2:7][CH3:8])=[O:17])=[CH:14][CH:13]=2)[C:27](=[O:28])[C:26]2[CH:30]=[CH:31][C:23]([C:22]([F:33])([F:32])[F:21])=[CH:24][CH:25]=2)=[CH:41][C:42]=1[C:47]([OH:48])=[O:46]. Given the reactants [CH2:1]([NH2:9])[CH2:2][CH2:3][CH2:4][CH2:5][CH2:6][CH2:7][CH3:8].Cl[CH2:11][C:12]1[CH:20]=[CH:19][C:15]([C:16](Cl)=[O:17])=[CH:14][CH:13]=1.[F:21][C:22]([F:33])([F:32])[C:23]1[CH:31]=[CH:30][C:26]([C:27](Cl)=[O:28])=[CH:25][CH:24]=1.C(O)(=O)C.[NH2:38][CH2:39][C:40]1[CH:52]=[CH:51][C:43]2[O:44]C(C)(C)[O:46][C:47](=[O:48])[C:42]=2[CH:41]=1, predict the reaction product. (2) The product is: [Si:1]([CH2:11][CH2:12][CH2:13][NH:14][C:15]([NH:17][CH2:18][CH2:19][S:21][CH2:19][CH2:18][NH:17][C:15]([NH:14][CH2:13][CH2:12][CH2:11][Si:1]([O:2][CH2:3][CH3:4])([O:5][CH2:6][CH3:7])[O:8][CH2:9][CH3:10])=[O:16])=[O:16])([O:8][CH2:9][CH3:10])([O:5][CH2:6][CH3:7])[O:2][CH2:3][CH3:4]. Given the reactants [Si:1]([CH2:11][CH2:12][CH2:13][NH:14][C:15]([NH:17][CH2:18][CH2:19]Cl)=[O:16])([O:8][CH2:9][CH3:10])([O:5][CH2:6][CH3:7])[O:2][CH2:3][CH3:4].[S-2:21].[Na+].[Na+], predict the reaction product.